From a dataset of Full USPTO retrosynthesis dataset with 1.9M reactions from patents (1976-2016). Predict the reactants needed to synthesize the given product. (1) The reactants are: [Br:1][C:2]1[C:7]([CH3:8])=[CH:6][C:5]([OH:9])=[CH:4][C:3]=1[CH3:10].[O:11]1[CH:16]=[CH:15][CH2:14][CH2:13][CH2:12]1. Given the product [Br:1][C:2]1[C:7]([CH3:8])=[CH:6][C:5]([O:9][CH:12]2[CH2:13][CH2:14][CH2:15][CH2:16][O:11]2)=[CH:4][C:3]=1[CH3:10], predict the reactants needed to synthesize it. (2) Given the product [C:29]([C:26]([C:22]1[CH:21]=[C:20]([C:19]([NH:18][C:13]2[CH:14]=[CH:15][C:16]([CH3:17])=[C:11]([CH:12]=2)[O:10][C:8]2[CH:7]=[CH:6][C:5]3[N:4]([N:3]=[C:2]([NH:1][C:39]([C:35]4[CH:34]=[N:33][CH:38]=[CH:37][CH:36]=4)=[O:40])[N:32]=3)[CH:9]=2)=[O:31])[CH:25]=[CH:24][CH:23]=1)([CH3:28])[CH3:27])#[N:30], predict the reactants needed to synthesize it. The reactants are: [NH2:1][C:2]1[N:32]=[C:5]2[CH:6]=[CH:7][C:8]([O:10][C:11]3[CH:12]=[C:13]([NH:18][C:19](=[O:31])[C:20]4[CH:25]=[CH:24][CH:23]=[C:22]([C:26]([C:29]#[N:30])([CH3:28])[CH3:27])[CH:21]=4)[CH:14]=[CH:15][C:16]=3[CH3:17])=[CH:9][N:4]2[N:3]=1.[N:33]1[CH:38]=[CH:37][CH:36]=[C:35]([C:39](Cl)=[O:40])[CH:34]=1.C(=O)([O-])O.[Na+]. (3) Given the product [Cl:1][C:2]([Cl:26])([Cl:25])[CH2:3][O:4][C:5](=[O:24])[C:6]1[CH:11]=[CH:10][CH:9]=[CH:8][C:7]=1[CH2:12][S:13][C:14]1[CH:19]=[CH:18][C:17]([C:32]([OH:34])=[O:33])=[CH:16][CH:15]=1, predict the reactants needed to synthesize it. The reactants are: [Cl:1][C:2]([Cl:26])([Cl:25])[CH2:3][O:4][C:5](=[O:24])[C:6]1[CH:11]=[CH:10][CH:9]=[CH:8][C:7]=1[CH2:12][S:13][C:14]1[CH:19]=[CH:18][CH:17]=[C:16](CC(O)=O)[CH:15]=1.SC1C=CC([C:32]([OH:34])=[O:33])=CC=1.ClC(Cl)(Cl)COC(=O)C1C=CC=CC=1CBr.C(=O)([O-])[O-].[Cs+].[Cs+]. (4) Given the product [CH2:18]([O:6][C:5]1[C@@:7]([CH2:5][CH:3]([CH2:2][OH:1])[OH:4])([C@H:9]([CH2:11][OH:12])[OH:10])[O:8][C:2](=[O:1])[C:3]=1[OH:4])[CH2:19][CH2:20][CH2:21][CH2:22][CH2:23][CH2:24][CH2:25][CH2:26][CH2:27][CH2:28][CH3:29], predict the reactants needed to synthesize it. The reactants are: [O:1]=[C:2]1[O:8][C@H:7]([C@H:9]([CH2:11][OH:12])[OH:10])[C:5]([OH:6])=[C:3]1[OH:4].C(O[CH2:18][CH2:19][CH2:20][CH2:21][CH2:22][CH2:23][CH2:24][CH2:25][CH2:26][CH2:27][CH2:28][CH3:29])C1OC1. (5) Given the product [CH:1]1([C:4]2[C:5]([N:24]3[CH2:29][CH2:28][N:27]([C:30]([O:32][C:33]([CH3:34])([CH3:36])[CH3:35])=[O:31])[CH2:26][CH2:25]3)=[C:6]3[C:12]([CH2:13][CH3:14])=[N:11][N:10]([CH2:15][C:16]4[CH:17]=[CH:18][C:19]([O:22][CH3:23])=[CH:20][CH:21]=4)[C:7]3=[N:8][CH:9]=2)[CH2:3][CH2:2]1, predict the reactants needed to synthesize it. The reactants are: [CH:1]1([C:4]2[C:5]([N:24]3[CH2:29][CH2:28][N:27]([C:30]([O:32][C:33]([CH3:36])([CH3:35])[CH3:34])=[O:31])[CH2:26][CH2:25]3)=[C:6]3[C:12]([C:13]#[CH:14])=[N:11][N:10]([CH2:15][C:16]4[CH:21]=[CH:20][C:19]([O:22][CH3:23])=[CH:18][CH:17]=4)[C:7]3=[N:8][CH:9]=2)[CH2:3][CH2:2]1. (6) Given the product [C:11]([O:10][C:8](=[O:9])[N:1]([C@H:2]([C:4](=[O:6])[NH:55][C@@H:56]1[C:62](=[O:63])[N:61]([CH2:64][C:65]2[C:74]3[C:69](=[C:70]([Br:75])[CH:71]=[CH:72][CH:73]=3)[CH:68]=[CH:67][C:66]=2[O:76][CH3:77])[C:60]2[CH:78]=[CH:79][CH:80]=[CH:81][C:59]=2[NH:58][CH2:57]1)[CH3:3])[CH3:7])([CH3:14])([CH3:13])[CH3:12], predict the reactants needed to synthesize it. The reactants are: [N:1]([C:8]([O:10][C:11]([CH3:14])([CH3:13])[CH3:12])=[O:9])([CH3:7])[C@H:2]([C:4]([OH:6])=O)[CH3:3].CCN(C(C)C)C(C)C.CN(C(ON1N=NC2C=CC=NC1=2)=[N+](C)C)C.F[P-](F)(F)(F)(F)F.FC(F)(F)C(O)=O.[NH2:55][C@@H:56]1[C:62](=[O:63])[N:61]([CH2:64][C:65]2[C:74]3[C:69](=[C:70]([Br:75])[CH:71]=[CH:72][CH:73]=3)[CH:68]=[CH:67][C:66]=2[O:76][CH3:77])[C:60]2[CH:78]=[CH:79][CH:80]=[CH:81][C:59]=2[NH:58][CH2:57]1.